Dataset: Peptide-MHC class I binding affinity with 185,985 pairs from IEDB/IMGT. Task: Regression. Given a peptide amino acid sequence and an MHC pseudo amino acid sequence, predict their binding affinity value. This is MHC class I binding data. (1) The peptide sequence is DTACLAKSY. The MHC is HLA-A26:02 with pseudo-sequence HLA-A26:02. The binding affinity (normalized) is 0.674. (2) The peptide sequence is SNPENTVFD. The MHC is H-2-Db with pseudo-sequence H-2-Db. The binding affinity (normalized) is 0. (3) The peptide sequence is GPRWPRRMP. The MHC is HLA-B46:01 with pseudo-sequence HLA-B46:01. The binding affinity (normalized) is 0.0847.